From a dataset of Catalyst prediction with 721,799 reactions and 888 catalyst types from USPTO. Predict which catalyst facilitates the given reaction. (1) Reactant: [C:1](Cl)(Cl)=[O:2].[NH2:5][C:6]1[CH:15]=[CH:14][C:9]([C:10]([O:12][CH3:13])=[O:11])=[C:8]([O:16][CH3:17])[CH:7]=1.C(N(C(C)C)CC)(C)C.[Br:27][C:28]1[CH:34]=[C:33]([O:35][C:36]([F:39])([F:38])[F:37])[CH:32]=[CH:31][C:29]=1[NH2:30]. Product: [CH3:13][O:12][C:10](=[O:11])[C:9]1[CH:14]=[CH:15][C:6]([NH:5][C:1]([NH:30][C:29]2[CH:31]=[CH:32][C:33]([O:35][C:36]([F:37])([F:38])[F:39])=[CH:34][C:28]=2[Br:27])=[O:2])=[CH:7][C:8]=1[O:16][CH3:17]. The catalyst class is: 4. (2) Reactant: [Cl:1][C:2]1[CH:3]=[C:4]([NH:8][C:9]([N:11]2[CH2:16][CH2:15][N:14]([CH2:17][CH2:18][CH2:19][C:20]([OH:22])=O)[C:13](=[O:23])[C@@H:12]2[CH3:24])=[O:10])[CH:5]=[CH:6][CH:7]=1.ON1C=CC=CC1=O.CCN=C=NCCCN(C)C.FC(F)(F)C(O)=O.[CH2:51]1[C:54]2([CH2:59][CH2:58][NH:57][CH2:56][CH2:55]2)[CH2:53][O:52]1.C(N(CC)CC)C.OS([O-])(=O)=O.[K+]. Product: [Cl:1][C:2]1[CH:3]=[C:4]([NH:8][C:9]([N:11]2[CH2:16][CH2:15][N:14]([CH2:17][CH2:18][CH2:19][C:20]([N:57]3[CH2:58][CH2:59][C:54]4([CH2:51][O:52][CH2:53]4)[CH2:55][CH2:56]3)=[O:22])[C:13](=[O:23])[C@@H:12]2[CH3:24])=[O:10])[CH:5]=[CH:6][CH:7]=1. The catalyst class is: 3.